This data is from NCI-60 drug combinations with 297,098 pairs across 59 cell lines. The task is: Regression. Given two drug SMILES strings and cell line genomic features, predict the synergy score measuring deviation from expected non-interaction effect. Drug 1: CCC1(CC2CC(C3=C(CCN(C2)C1)C4=CC=CC=C4N3)(C5=C(C=C6C(=C5)C78CCN9C7C(C=CC9)(C(C(C8N6C=O)(C(=O)OC)O)OC(=O)C)CC)OC)C(=O)OC)O.OS(=O)(=O)O. Drug 2: CCN(CC)CCCC(C)NC1=C2C=C(C=CC2=NC3=C1C=CC(=C3)Cl)OC. Cell line: M14. Synergy scores: CSS=12.4, Synergy_ZIP=-2.13, Synergy_Bliss=3.33, Synergy_Loewe=-0.284, Synergy_HSA=0.452.